This data is from Full USPTO retrosynthesis dataset with 1.9M reactions from patents (1976-2016). The task is: Predict the reactants needed to synthesize the given product. (1) Given the product [Cl:7][C:8]1[CH:32]=[CH:31][C:11]([CH2:12][O:13][C@H:14]([C@H:18]([OH:17])[CH2:19][O:20][CH2:21][C:22]2[CH:23]=[CH:24][C:25]([Cl:28])=[CH:26][CH:27]=2)[C@@H:15]([F:30])[CH:16]=[O:29])=[CH:10][CH:9]=1, predict the reactants needed to synthesize it. The reactants are: CO.Cl.CON.[Cl:7][C:8]1[CH:32]=[CH:31][C:11]([CH2:12][O:13][C@@H:14]2[C@@H:18]([CH2:19][O:20][CH2:21][C:22]3[CH:27]=[CH:26][C:25]([Cl:28])=[CH:24][CH:23]=3)[O:17][CH:16]([OH:29])[C@H:15]2[F:30])=[CH:10][CH:9]=1.C(N(CC)CC)C. (2) Given the product [F:1][C:2]([F:12])([F:11])[C:3]1[N:8]=[CH:7][C:6]([CH2:9][C:13]#[N:16])=[CH:5][CH:4]=1, predict the reactants needed to synthesize it. The reactants are: [F:1][C:2]([F:12])([F:11])[C:3]1[N:8]=[CH:7][C:6]([CH2:9]O)=[CH:5][CH:4]=1.[CH:13]([N:16](CC)C(C)C)(C)C.S(Cl)(Cl)=O.[C-]#N.[Na+].